From a dataset of NCI-60 drug combinations with 297,098 pairs across 59 cell lines. Regression. Given two drug SMILES strings and cell line genomic features, predict the synergy score measuring deviation from expected non-interaction effect. (1) Drug 1: CC1C(C(CC(O1)OC2CC(CC3=C2C(=C4C(=C3O)C(=O)C5=C(C4=O)C(=CC=C5)OC)O)(C(=O)C)O)N)O.Cl. Drug 2: CCC(=C(C1=CC=CC=C1)C2=CC=C(C=C2)OCCN(C)C)C3=CC=CC=C3.C(C(=O)O)C(CC(=O)O)(C(=O)O)O. Cell line: LOX IMVI. Synergy scores: CSS=11.6, Synergy_ZIP=-12.9, Synergy_Bliss=-12.7, Synergy_Loewe=-9.25, Synergy_HSA=-8.26. (2) Drug 1: C1=NC2=C(N1)C(=S)N=CN2. Drug 2: C1CN(CCN1C(=O)CCBr)C(=O)CCBr. Cell line: LOX IMVI. Synergy scores: CSS=72.8, Synergy_ZIP=-2.20, Synergy_Bliss=-0.574, Synergy_Loewe=1.45, Synergy_HSA=2.71. (3) Synergy scores: CSS=19.2, Synergy_ZIP=-3.73, Synergy_Bliss=4.58, Synergy_Loewe=-3.92, Synergy_HSA=2.95. Drug 2: CC1=C(N=C(N=C1N)C(CC(=O)N)NCC(C(=O)N)N)C(=O)NC(C(C2=CN=CN2)OC3C(C(C(C(O3)CO)O)O)OC4C(C(C(C(O4)CO)O)OC(=O)N)O)C(=O)NC(C)C(C(C)C(=O)NC(C(C)O)C(=O)NCCC5=NC(=CS5)C6=NC(=CS6)C(=O)NCCC[S+](C)C)O. Drug 1: CC1=C(C=C(C=C1)C(=O)NC2=CC(=CC(=C2)C(F)(F)F)N3C=C(N=C3)C)NC4=NC=CC(=N4)C5=CN=CC=C5. Cell line: IGROV1. (4) Drug 1: CC1CCCC2(C(O2)CC(NC(=O)CC(C(C(=O)C(C1O)C)(C)C)O)C(=CC3=CSC(=N3)C)C)C. Drug 2: CC1C(C(CC(O1)OC2CC(CC3=C2C(=C4C(=C3O)C(=O)C5=CC=CC=C5C4=O)O)(C(=O)C)O)N)O. Cell line: UACC-257. Synergy scores: CSS=49.0, Synergy_ZIP=-2.22, Synergy_Bliss=-1.04, Synergy_Loewe=2.27, Synergy_HSA=2.45. (5) Drug 1: CC(C1=C(C=CC(=C1Cl)F)Cl)OC2=C(N=CC(=C2)C3=CN(N=C3)C4CCNCC4)N. Drug 2: CC1C(C(CC(O1)OC2CC(OC(C2O)C)OC3=CC4=CC5=C(C(=O)C(C(C5)C(C(=O)C(C(C)O)O)OC)OC6CC(C(C(O6)C)O)OC7CC(C(C(O7)C)O)OC8CC(C(C(O8)C)O)(C)O)C(=C4C(=C3C)O)O)O)O. Cell line: NCI-H460. Synergy scores: CSS=9.07, Synergy_ZIP=2.79, Synergy_Bliss=8.48, Synergy_Loewe=7.18, Synergy_HSA=7.80. (6) Cell line: ACHN. Synergy scores: CSS=67.6, Synergy_ZIP=18.1, Synergy_Bliss=18.8, Synergy_Loewe=-44.1, Synergy_HSA=19.8. Drug 1: CC1C(C(=O)NC(C(=O)N2CCCC2C(=O)N(CC(=O)N(C(C(=O)O1)C(C)C)C)C)C(C)C)NC(=O)C3=C4C(=C(C=C3)C)OC5=C(C(=O)C(=C(C5=N4)C(=O)NC6C(OC(=O)C(N(C(=O)CN(C(=O)C7CCCN7C(=O)C(NC6=O)C(C)C)C)C)C(C)C)C)N)C. Drug 2: CCC(=C(C1=CC=CC=C1)C2=CC=C(C=C2)OCCN(C)C)C3=CC=CC=C3.C(C(=O)O)C(CC(=O)O)(C(=O)O)O. (7) Drug 1: C1CCC(CC1)NC(=O)N(CCCl)N=O. Drug 2: CCC1(C2=C(COC1=O)C(=O)N3CC4=CC5=C(C=CC(=C5CN(C)C)O)N=C4C3=C2)O.Cl. Cell line: MCF7. Synergy scores: CSS=15.3, Synergy_ZIP=-1.92, Synergy_Bliss=6.17, Synergy_Loewe=-0.544, Synergy_HSA=5.80. (8) Drug 1: CCC(=C(C1=CC=CC=C1)C2=CC=C(C=C2)OCCN(C)C)C3=CC=CC=C3.C(C(=O)O)C(CC(=O)O)(C(=O)O)O. Drug 2: CCC1(C2=C(COC1=O)C(=O)N3CC4=CC5=C(C=CC(=C5CN(C)C)O)N=C4C3=C2)O.Cl. Cell line: HL-60(TB). Synergy scores: CSS=70.5, Synergy_ZIP=-2.44, Synergy_Bliss=-3.71, Synergy_Loewe=-13.1, Synergy_HSA=-3.35. (9) Drug 1: CC1=C2C(C(=O)C3(C(CC4C(C3C(C(C2(C)C)(CC1OC(=O)C(C(C5=CC=CC=C5)NC(=O)OC(C)(C)C)O)O)OC(=O)C6=CC=CC=C6)(CO4)OC(=O)C)O)C)O. Drug 2: N.N.Cl[Pt+2]Cl. Cell line: TK-10. Synergy scores: CSS=11.8, Synergy_ZIP=-4.51, Synergy_Bliss=3.08, Synergy_Loewe=0.213, Synergy_HSA=0.148. (10) Synergy scores: CSS=-5.13, Synergy_ZIP=6.98, Synergy_Bliss=8.77, Synergy_Loewe=1.84, Synergy_HSA=0.652. Cell line: MALME-3M. Drug 2: CC(C)NC(=O)C1=CC=C(C=C1)CNNC.Cl. Drug 1: CC1=CC2C(CCC3(C2CCC3(C(=O)C)OC(=O)C)C)C4(C1=CC(=O)CC4)C.